Task: Predict the product of the given reaction.. Dataset: Forward reaction prediction with 1.9M reactions from USPTO patents (1976-2016) (1) Given the reactants [OH:1][C:2]1[CH:3]=[C:4]([CH2:8][C:9]([O:11][CH2:12][C:13]2[CH:18]=[CH:17][CH:16]=[CH:15][CH:14]=2)=[O:10])[CH:5]=[CH:6][CH:7]=1.Br[CH2:20][CH2:21][CH2:22][C:23]([O:25][CH2:26][CH3:27])=[O:24].C([O-])([O-])=O.[K+].[K+].CN(C=O)C, predict the reaction product. The product is: [CH2:12]([O:11][C:9](=[O:10])[CH2:8][C:4]1[CH:3]=[C:2]([CH:7]=[CH:6][CH:5]=1)[O:1][CH2:20][CH2:21][CH2:22][C:23]([O:25][CH2:26][CH3:27])=[O:24])[C:13]1[CH:14]=[CH:15][CH:16]=[CH:17][CH:18]=1. (2) Given the reactants [Cl:1][C:2]1[CH:7]=[CH:6][C:5]([C:8]2[C:16]3[O:15][CH:14]([CH2:17][NH:18]C(=O)OCC4C=CC=CC=4)[CH2:13][C:12]=3[CH:11]=[CH:10][CH:9]=2)=[C:4]([CH3:29])[CH:3]=1.I[Si](C)(C)C, predict the reaction product. The product is: [Cl:1][C:2]1[CH:7]=[CH:6][C:5]([C:8]2[C:16]3[O:15][CH:14]([CH2:17][NH2:18])[CH2:13][C:12]=3[CH:11]=[CH:10][CH:9]=2)=[C:4]([CH3:29])[CH:3]=1. (3) Given the reactants [CH3:1][O:2][C:3]1[CH:8]=[CH:7][C:6]([NH2:9])=[CH:5][CH:4]=1.OC=[C:12]1[CH2:17][CH2:16][CH2:15][CH2:14][C:13]1=[O:18], predict the reaction product. The product is: [CH3:1][O:2][C:3]1[CH:8]=[C:7]2[C:6](=[CH:5][CH:4]=1)[NH:9][C:12]1[C:13](=[O:18])[CH2:14][CH2:15][CH2:16][C:17]2=1.